Dataset: Full USPTO retrosynthesis dataset with 1.9M reactions from patents (1976-2016). Task: Predict the reactants needed to synthesize the given product. (1) Given the product [Br:1][C:2]1[CH:3]=[N:4][C:5]2[N:6]([N:8]=[C:9]([C:11]([N:16]3[CH2:17][CH2:18][C:19]4[C:24](=[CH:23][CH:22]=[C:21]([C:25]5[CH:26]=[N:27][CH:28]=[CH:29][CH:30]=5)[CH:20]=4)[CH:15]3[CH3:14])=[O:13])[CH:10]=2)[CH:7]=1, predict the reactants needed to synthesize it. The reactants are: [Br:1][C:2]1[CH:3]=[N:4][C:5]2[N:6]([N:8]=[C:9]([C:11]([OH:13])=O)[CH:10]=2)[CH:7]=1.[CH3:14][CH:15]1[C:24]2[C:19](=[CH:20][C:21]([C:25]3[CH:26]=[N:27][CH:28]=[CH:29][CH:30]=3)=[CH:22][CH:23]=2)[CH2:18][CH2:17][NH:16]1. (2) The reactants are: [OH:1][C@@H:2]1[CH2:7][CH2:6][C@H:5]([C:8]([N:10]([O:12][CH3:13])[CH3:11])=[O:9])[CH2:4][CH2:3]1.[CH2:14](OC(=N)C(Cl)(Cl)Cl)[C:15]1[CH:20]=[CH:19][CH:18]=[CH:17][CH:16]=1.FC(F)(F)S(O)(=O)=O. Given the product [CH2:14]([O:1][C@@H:2]1[CH2:7][CH2:6][C@H:5]([C:8]([N:10]([O:12][CH3:13])[CH3:11])=[O:9])[CH2:4][CH2:3]1)[C:15]1[CH:20]=[CH:19][CH:18]=[CH:17][CH:16]=1, predict the reactants needed to synthesize it. (3) Given the product [Br:1][C:2]1[CH:21]=[CH:20][C:5]2[O:6][CH2:7][C:8]([CH3:22])([OH:19])[CH2:9][N:10]3[C:18]4[CH:17]=[CH:16][CH:15]=[CH:14][C:13]=4[CH:12]=[C:11]3[C:4]=2[CH:3]=1, predict the reactants needed to synthesize it. The reactants are: [Br:1][C:2]1[CH:21]=[CH:20][C:5]2[O:6][CH2:7][C:8](=[O:19])[CH2:9][N:10]3[C:18]4[CH:17]=[CH:16][CH:15]=[CH:14][C:13]=4[CH:12]=[C:11]3[C:4]=2[CH:3]=1.[CH2:22]1COCC1.